This data is from hERG Central: cardiac toxicity at 1µM, 10µM, and general inhibition. The task is: Predict hERG channel inhibition at various concentrations. The compound is CC(C)n1c(=NC(=O)c2ccco2)c(C#N)cc2c(=O)n3ccccc3cc21. Results: hERG_inhib (hERG inhibition (general)): blocker.